This data is from Experimentally validated miRNA-target interactions with 360,000+ pairs, plus equal number of negative samples. The task is: Binary Classification. Given a miRNA mature sequence and a target amino acid sequence, predict their likelihood of interaction. (1) The miRNA is cel-miR-85-3p with sequence UACAAAGUAUUUGAAAAGUCGUGC. The protein sequence of the target gene is MYPNWGRYGGSSHYPPPPVPPPPPVALPEASPGPGYSSSTTPAAPSSSGFMSFREQHLAQLQQLQQMHQKQMQCVLQPHHLPPPPLPPPPVMPGGGYGDWQPPPPPMPPPPGPALSYQKQQQYKHQMLHHQRDGPPGLVPMELESPPESPPVPPGSYMPPSQSYMPPPQPPPSYYPPTSSQPYLPPAQPSPSQSPPSQSYLAPTPSYSSSSSSSQSYLSHSQSYLPSSQASPSRPSQGHSKSQLLAPPPPSAPPGNKTTVQQEPLESGAKNKSTEQQQAAPEPDPSTMTPQEQQQYWYRQ.... Result: 0 (no interaction). (2) The miRNA is rno-miR-99b-5p with sequence CACCCGUAGAACCGACCUUGCG. The protein sequence of the target gene is MRSLLLLAPLAWLLLVQAKDDAKLEDNLLVLTVATKETEGFRRFKRSAQFFNYKIQSLGLGEDWSVDGGPAAAGGGQKVRLLKKALEKHADKEDLVILFVDSYDVVFASGPRELLKKFQQAKSQVVFSAEEHIYPDRRLEAKYPTVPDGKRFLGSGGFIGYAPSLSKLVAEWEGQDSDSDQLFYTKIFLNPEKREQINISLDHRCRIFQNLDGALDEVVLKFEMGHVRARNLAYDTLPVVVHGNGPTKLQLNYLGNYIPRFWTFETGCTVCDEGLRSLKGIGDEALPTVLVGVFIEQPTP.... Result: 0 (no interaction). (3) The miRNA is hsa-miR-6780b-3p with sequence UCCCUUGUCUCCUUUCCCUAG. The protein sequence of the target gene is MENSVAPFVLYSGTEPRTPGEDSLPLPAEEEGAASTAQTPCSLSASLCFSSGDDSPPQSRASAAEGSEASPPSLRSDLRVVETQWDVSSAASPESPEECARPEEPASPEDPPSRHEHARPVELESLDELGEPVPVPPGVGSVHGEPDLVIEVAGRRLRAHKAVLAARSDYFRARASRDVLRVQGVSFTALRLLLADAYSGRMAGVRPDNVAEVVAGARRLQLPGAAQRATEAMAPQLSLDNCYEVLSAGKRQRLTELRDAAYRFMSDHYLEVLREPAVFGRLSGAERDLLLRRRLCTGRA.... Result: 0 (no interaction). (4) Result: 0 (no interaction). The miRNA is hsa-miR-1229-3p with sequence CUCUCACCACUGCCCUCCCACAG. The protein sequence of the target gene is MFAKGKGSAVPSDGQAREKLALYVYEYLLHVGAQKSAQTFLSEIRWEKNITLGEPPGFLHSWWCVFWDLYCAAPERRDTCEHSSEAKAFHDYSAAAAPSPVLGNIPPNDGMPGGPIPPGFFQGPPGSQPSPHAQPPPHNPSSMMGPHSQPFMSPRYAGGPRPPIRMGNQPPGGVPGTQPLLPNSMDPTRQQGHPNMGGSMQRMNPPRGMGPMGPGPQNYGSGMRPPPNSLGPAMPGINMGPGAGRPWPNPNSANSIPYSSSSPGTYVGPPGGGGPPGTPIMPSPADSTNSSDNIYTMINP....